From a dataset of Forward reaction prediction with 1.9M reactions from USPTO patents (1976-2016). Predict the product of the given reaction. Given the reactants [OH:1][C:2]1[CH:7]=[CH:6][C:5]([NH:8][C:9](=[O:22])[CH2:10][CH:11]2[C:20](=[O:21])[NH:19][C:18]3[C:13](=[CH:14][CH:15]=[CH:16][CH:17]=3)[NH:12]2)=[CH:4][CH:3]=1.[CH3:23][N:24]([C:28]1[CH:33]=[CH:32][CH:31]=[CH:30][CH:29]=1)[C:25](Cl)=[O:26], predict the reaction product. The product is: [O:21]=[C:20]1[NH:19][C:18]2[C:13](=[CH:14][CH:15]=[CH:16][CH:17]=2)[NH:12][CH:11]1[CH2:10][C:9]([NH:8][C:5]1[CH:6]=[CH:7][C:2]([O:1][C:25](=[O:26])[N:24]([CH3:23])[C:28]2[CH:33]=[CH:32][CH:31]=[CH:30][CH:29]=2)=[CH:3][CH:4]=1)=[O:22].